From a dataset of Forward reaction prediction with 1.9M reactions from USPTO patents (1976-2016). Predict the product of the given reaction. (1) Given the reactants [CH2:1]([O:3][C:4](=[O:21])[CH2:5][O:6][C:7]1[CH:17]=[CH:16][C:15]([N+:18]([O-:20])=[O:19])=[CH:14][C:8]=1[C:9](OCC)=[O:10])[CH3:2].C1CCN2C(=NCCC2)CC1.Cl.C(OCC)(=O)C, predict the reaction product. The product is: [OH:10][C:9]1[C:8]2[CH:14]=[C:15]([N+:18]([O-:20])=[O:19])[CH:16]=[CH:17][C:7]=2[O:6][C:5]=1[C:4]([O:3][CH2:1][CH3:2])=[O:21]. (2) Given the reactants [C:1]([O:5][C:6]([N:8]1[CH2:13][CH2:12][N:11](CC2C=CC=CC=2)[CH:10]([CH2:21][N:22]2[CH:26]=[CH:25][N:24]=[CH:23]2)[CH2:9]1)=[O:7])([CH3:4])([CH3:3])[CH3:2], predict the reaction product. The product is: [C:1]([O:5][C:6]([N:8]1[CH2:13][CH2:12][NH:11][CH:10]([CH2:21][N:22]2[CH:26]=[CH:25][N:24]=[CH:23]2)[CH2:9]1)=[O:7])([CH3:4])([CH3:2])[CH3:3]. (3) Given the reactants [CH3:1][CH:2]([CH2:39][CH3:40])[CH:3]([C:19]1[CH:24]=[CH:23][C:22]([CH2:25][N:26]2[C:31](=[O:32])[CH2:30][O:29][C:28]([C:33]3[CH:38]=[CH:37][CH:36]=[CH:35][CH:34]=3)=[N:27]2)=[CH:21][CH:20]=1)[C:4]([NH:6][CH2:7][CH:8]1[CH2:13][CH2:12][CH:11]([C:14]([O:16]CC)=[O:15])[CH2:10][CH2:9]1)=[O:5].[OH-].[Na+], predict the reaction product. The product is: [CH3:1][CH:2]([CH2:39][CH3:40])[CH:3]([C:19]1[CH:24]=[CH:23][C:22]([CH2:25][N:26]2[C:31](=[O:32])[CH2:30][O:29][C:28]([C:33]3[CH:34]=[CH:35][CH:36]=[CH:37][CH:38]=3)=[N:27]2)=[CH:21][CH:20]=1)[C:4]([NH:6][CH2:7][CH:8]1[CH2:13][CH2:12][CH:11]([C:14]([OH:16])=[O:15])[CH2:10][CH2:9]1)=[O:5]. (4) The product is: [CH3:24][N:25]([CH2:12][C:9]1[C:10](=[O:11])[N:5]([CH2:1][CH:2]([CH3:4])[CH3:3])[N:6]=[C:7]([C:18]2[CH:23]=[CH:22][CH:21]=[CH:20][CH:19]=2)[CH:8]=1)[CH3:26]. Given the reactants [CH2:1]([N:5]1[C:10](=[O:11])[C:9]([CH2:12]OS(C)(=O)=O)=[CH:8][C:7]([C:18]2[CH:23]=[CH:22][CH:21]=[CH:20][CH:19]=2)=[N:6]1)[CH:2]([CH3:4])[CH3:3].[CH3:24][NH:25][CH3:26], predict the reaction product. (5) Given the reactants [Cl:1][C:2]1[C:3]([NH:22][C:23](=O)[CH3:24])=[C:4]([N+:19]([O-])=O)[C:5]([CH3:18])=[C:6]([C:8]2[CH:13]=[CH:12][CH:11]=[CH:10][C:9]=2[C:14]([F:17])([F:16])[F:15])[CH:7]=1.[O:26]1[C:30]2([CH2:35][CH2:34][CH2:33][CH2:32][CH2:31]2)[CH2:29]C(C(O)=O)=[N:27]1, predict the reaction product. The product is: [ClH:1].[Cl:1][C:2]1[C:3]2[NH:22][C:23]([C:24]3[CH2:29][C:30]4([CH2:35][CH2:34][CH2:33][CH2:32][CH2:31]4)[O:26][N:27]=3)=[N:19][C:4]=2[C:5]([CH3:18])=[C:6]([C:8]2[CH:13]=[CH:12][CH:11]=[CH:10][C:9]=2[C:14]([F:17])([F:15])[F:16])[CH:7]=1.